Dataset: Catalyst prediction with 721,799 reactions and 888 catalyst types from USPTO. Task: Predict which catalyst facilitates the given reaction. (1) Reactant: [H-].C([Al+]CC(C)C)C(C)C.[CH2:11]([O:18][C:19]([NH:21][C:22]1[CH:27]=[CH:26][C:25](/[CH:28]=[CH:29]/[C:30](OC)=[O:31])=[C:24]([F:34])[CH:23]=1)=[O:20])[C:12]1[CH:17]=[CH:16][CH:15]=[CH:14][CH:13]=1.C(O)(=O)CC(CC(O)=O)(C(O)=O)O.C(OCC)(=O)C. Product: [F:34][C:24]1[CH:23]=[C:22]([NH:21][C:19](=[O:20])[O:18][CH2:11][C:12]2[CH:17]=[CH:16][CH:15]=[CH:14][CH:13]=2)[CH:27]=[CH:26][C:25]=1/[CH:28]=[CH:29]/[CH2:30][OH:31]. The catalyst class is: 1. (2) Reactant: [CH2:1]([O:3][C:4](=[O:26])[C:5]1[CH:10]=[C:9]([N+:11]([O-])=O)[C:8]([NH:14][CH3:15])=[N:7][C:6]=1[N:16]1[CH2:21][CH2:20][CH:19]([C:22]([F:25])([F:24])[F:23])[CH2:18][CH2:17]1)[CH3:2]. Product: [CH2:1]([O:3][C:4](=[O:26])[C:5]1[CH:10]=[C:9]([NH2:11])[C:8]([NH:14][CH3:15])=[N:7][C:6]=1[N:16]1[CH2:21][CH2:20][CH:19]([C:22]([F:24])([F:25])[F:23])[CH2:18][CH2:17]1)[CH3:2]. The catalyst class is: 256. (3) Reactant: [C:1]1([C:7]2[NH:8][C:9]3[C:14]([C:15]=2[CH2:16][C:17]#[N:18])=[CH:13][CH:12]=[CH:11][CH:10]=3)[CH:6]=[CH:5][CH:4]=[CH:3][CH:2]=1.C[Si]([N-][Si](C)(C)C)(C)C.[Na+].Br[CH2:30][C:31]1[C:32]2[CH:39]=[C:38]([Cl:40])[CH:37]=[CH:36][C:33]=2[S:34][CH:35]=1.O. Product: [Cl:40][C:38]1[CH:37]=[CH:36][C:33]2[S:34][CH:35]=[C:31]([CH2:30][N:8]3[C:9]4[C:14](=[CH:13][CH:12]=[CH:11][CH:10]=4)[C:15]([CH2:16][C:17]#[N:18])=[C:7]3[C:1]3[CH:2]=[CH:3][CH:4]=[CH:5][CH:6]=3)[C:32]=2[CH:39]=1. The catalyst class is: 1. (4) Reactant: [F:1][C:2]([F:32])([F:31])[C:3]1[CH:8]=[CH:7][C:6]([C:9]2[C:10]([C:15]([NH:17][C:18]3[CH:27]=[C:26]4[C:21]([CH:22]=[C:23]([C:28](O)=[O:29])[CH:24]=[N:25]4)=[CH:20][CH:19]=3)=[O:16])=[CH:11][CH:12]=[CH:13][CH:14]=2)=[CH:5][CH:4]=1.[F:33][C:34]1[CH:41]=[CH:40][C:37]([CH2:38][NH2:39])=[CH:36][CH:35]=1.Cl.CN(C)CCCN=C=NCC.ON1C2C=CC=CC=2N=N1.C(N(CC)CC)C. Product: [F:33][C:34]1[CH:41]=[CH:40][C:37]([CH2:38][NH:39][C:28]([C:23]2[CH:24]=[N:25][C:26]3[C:21]([CH:22]=2)=[CH:20][CH:19]=[C:18]([NH:17][C:15]([C:10]2[C:9]([C:6]4[CH:5]=[CH:4][C:3]([C:2]([F:31])([F:1])[F:32])=[CH:8][CH:7]=4)=[CH:14][CH:13]=[CH:12][CH:11]=2)=[O:16])[CH:27]=3)=[O:29])=[CH:36][CH:35]=1. The catalyst class is: 4. (5) Reactant: [Cl:1][C:2]1[C:3]([O:28][CH2:29][CH2:30][CH2:31][O:32][CH3:33])=[CH:4][C:5]2[CH2:14][CH:13]([CH:15]3[CH2:20][CH2:19][O:18][CH2:17][CH2:16]3)[N:12]3[CH:7]([CH2:8][C:9](=[O:26])[C:10]([C:21]([O:23][CH2:24][CH3:25])=[O:22])=[CH:11]3)[C:6]=2[CH:27]=1.C1(Cl)C(=O)C(Cl)=C(Cl)C(=O)C=1Cl. Product: [Cl:1][C:2]1[C:3]([O:28][CH2:29][CH2:30][CH2:31][O:32][CH3:33])=[CH:4][C:5]2[CH2:14][CH:13]([CH:15]3[CH2:20][CH2:19][O:18][CH2:17][CH2:16]3)[N:12]3[C:7](=[CH:8][C:9](=[O:26])[C:10]([C:21]([O:23][CH2:24][CH3:25])=[O:22])=[CH:11]3)[C:6]=2[CH:27]=1. The catalyst class is: 57. (6) Reactant: [Br:1][C:2]1[CH:18]=[CH:17][C:5]([C:6]([C@H:8]2[CH2:13][CH2:12][CH2:11][CH2:10][C@H:9]2[C:14]([OH:16])=[O:15])=[O:7])=[CH:4][CH:3]=1.[CH3:19]OC(OC)(C)C.Cl. Product: [Br:1][C:2]1[CH:3]=[CH:4][C:5]([C:6]([C@H:8]2[CH2:13][CH2:12][CH2:11][CH2:10][C@H:9]2[C:14]([O:16][CH3:19])=[O:15])=[O:7])=[CH:17][CH:18]=1. The catalyst class is: 5. (7) Reactant: [CH3:1][N:2]([CH3:31])[CH2:3][CH2:4][CH2:5][O:6][C:7]1[N:12]=[CH:11][C:10]([C:13]2[S:21][C:20]3[C:15](=[N:16][CH:17]=[CH:18][C:19]=3[O:22][C:23]3[CH:28]=[CH:27][C:26]([NH2:29])=[CH:25][C:24]=3[F:30])[CH:14]=2)=[CH:9][CH:8]=1.CCN(C(C)C)C(C)C.[CH3:41][O:42][C:43]1[CH:48]=[CH:47][CH:46]=[CH:45][C:44]=1[NH:49][C:50](=[O:55])[CH2:51][C:52](O)=[O:53].C1C=CC2N(O)N=NC=2C=1.Cl. Product: [CH3:31][N:2]([CH3:1])[CH2:3][CH2:4][CH2:5][O:6][C:7]1[N:12]=[CH:11][C:10]([C:13]2[S:21][C:20]3[C:15](=[N:16][CH:17]=[CH:18][C:19]=3[O:22][C:23]3[CH:28]=[CH:27][C:26]([NH:29][C:52](=[O:53])[CH2:51][C:50]([NH:49][C:44]4[CH:45]=[CH:46][CH:47]=[CH:48][C:43]=4[O:42][CH3:41])=[O:55])=[CH:25][C:24]=3[F:30])[CH:14]=2)=[CH:9][CH:8]=1. The catalyst class is: 607. (8) Product: [Cl:1][C:2]1[C:3]([O:12][C:13]2[CH:18]=[C:17]([O:19][CH2:20][CH2:21][O:22][CH3:23])[CH:16]=[CH:15][C:14]=2[CH2:24][CH2:25][C:26]([NH:49][S:46]([NH:45][CH2:40][CH2:41][CH2:42][CH2:43][CH3:44])(=[O:48])=[O:47])=[O:27])=[N:4][CH:5]=[C:6]([C:8]([F:10])([F:9])[F:11])[CH:7]=1. The catalyst class is: 766. Reactant: [Cl:1][C:2]1[C:3]([O:12][C:13]2[CH:18]=[C:17]([O:19][CH2:20][CH2:21][O:22][CH3:23])[CH:16]=[CH:15][C:14]=2[CH2:24][CH2:25][C:26](O)=[O:27])=[N:4][CH:5]=[C:6]([C:8]([F:11])([F:10])[F:9])[CH:7]=1.C(N=C=NCCCN(C)C)C.[CH2:40]([NH:45][S:46]([NH2:49])(=[O:48])=[O:47])[CH2:41][CH2:42][CH2:43][CH3:44].Cl.